Dataset: Forward reaction prediction with 1.9M reactions from USPTO patents (1976-2016). Task: Predict the product of the given reaction. Given the reactants [Cl:1][C:2]1[CH:10]=[C:9]2[C:5]([C:6]([S:12][C:13]3[CH:14]=[C:15]([CH2:19][C:20]([OH:22])=[O:21])[CH:16]=[CH:17][CH:18]=3)=[C:7]([CH3:11])[NH:8]2)=[CH:4][CH:3]=1.[CH3:23][O:24][CH2:25][CH2:26]Br, predict the reaction product. The product is: [Cl:1][C:2]1[CH:10]=[C:9]2[C:5]([C:6]([S:12][C:13]3[CH:14]=[C:15]([CH2:19][C:20]([OH:22])=[O:21])[CH:16]=[CH:17][CH:18]=3)=[C:7]([CH3:11])[N:8]2[CH2:26][CH2:25][O:24][CH3:23])=[CH:4][CH:3]=1.